Task: Predict the reactants needed to synthesize the given product.. Dataset: Full USPTO retrosynthesis dataset with 1.9M reactions from patents (1976-2016) (1) Given the product [CH:1]([C:4]1[CH:13]=[C:12]2[C:7]([C:8](=[O:20])[N:9]([N:15]([C:27](=[O:32])[CH2:28][CH2:29][CH2:30][CH3:31])[S:16]([CH3:19])(=[O:17])=[O:18])[C:10](=[O:14])[NH:11]2)=[CH:6][C:5]=1[C:21]1[N:22]([CH3:26])[N:23]=[CH:24][CH:25]=1)([CH3:3])[CH3:2], predict the reactants needed to synthesize it. The reactants are: [CH:1]([C:4]1[CH:13]=[C:12]2[C:7]([C:8](=[O:20])[N:9]([NH:15][S:16]([CH3:19])(=[O:18])=[O:17])[C:10](=[O:14])[NH:11]2)=[CH:6][C:5]=1[C:21]1[N:22]([CH3:26])[N:23]=[CH:24][CH:25]=1)([CH3:3])[CH3:2].[C:27](Cl)(=[O:32])[CH2:28][CH2:29][CH2:30][CH3:31]. (2) Given the product [C:1]([O:5][C:6]([N:8]1[CH2:13][CH2:12][N:11]([CH2:14][C:15]2[CH:20]=[CH:19][C:18]([NH:21][C:22]3[C:27]([C:28]([O:30][CH2:31][CH3:32])=[O:29])=[C:26]([CH3:33])[N:25]=[C:24]([N:35]4[CH2:40][CH2:39][O:38][CH2:37][CH2:36]4)[N:23]=3)=[CH:17][CH:16]=2)[CH2:10][CH2:9]1)=[O:7])([CH3:4])([CH3:3])[CH3:2], predict the reactants needed to synthesize it. The reactants are: [C:1]([O:5][C:6]([N:8]1[CH2:13][CH2:12][N:11]([CH2:14][C:15]2[CH:20]=[CH:19][C:18]([NH:21][C:22]3[C:27]([C:28]([O:30][CH2:31][CH3:32])=[O:29])=[C:26]([CH3:33])[N:25]=[C:24](Cl)[N:23]=3)=[CH:17][CH:16]=2)[CH2:10][CH2:9]1)=[O:7])([CH3:4])([CH3:3])[CH3:2].[NH:35]1[CH2:40][CH2:39][O:38][CH2:37][CH2:36]1.O. (3) Given the product [CH3:1][O:2][C:3](=[O:19])[CH2:4][CH2:5][C:6]1[C:15]2[C:10](=[CH:11][CH:12]=[CH:13][CH:14]=2)[C:9]([C:16]([OH:18])=[O:17])=[CH:8][CH:7]=1, predict the reactants needed to synthesize it. The reactants are: [CH3:1][O:2][C:3](=[O:19])/[CH:4]=[CH:5]/[C:6]1[C:15]2[C:10](=[CH:11][CH:12]=[CH:13][CH:14]=2)[C:9]([C:16]([OH:18])=[O:17])=[CH:8][CH:7]=1. (4) Given the product [CH2:3]=[C:2]([CH:6]1[CH2:9][CH:8]([CH2:10][C:11]([OH:13])=[O:12])[C:7]1([CH3:15])[CH3:14])[C:4]#[CH:5], predict the reactants needed to synthesize it. The reactants are: O[C:2]([CH:6]1[CH2:9][CH:8]([CH2:10][C:11]([OH:13])=[O:12])[C:7]1([CH3:15])[CH3:14])([C:4]#[CH:5])[CH3:3].C([SiH](CC)CC)C.FC(F)(F)C(O)=O. (5) The reactants are: C[O:2][C:3]([C:5]1[C:14]2[C:9](=[C:10]([NH:15][S:16]([C:19]3[CH:24]=[CH:23][CH:22]=[CH:21][CH:20]=3)(=[O:18])=[O:17])[CH:11]=[CH:12][CH:13]=2)[N:8]=[CH:7][CH:6]=1)=O.[CH3:25][NH2:26]. Given the product [CH3:25][NH:26][C:3]([C:5]1[C:14]2[C:9](=[C:10]([NH:15][S:16]([C:19]3[CH:20]=[CH:21][CH:22]=[CH:23][CH:24]=3)(=[O:18])=[O:17])[CH:11]=[CH:12][CH:13]=2)[N:8]=[CH:7][CH:6]=1)=[O:2], predict the reactants needed to synthesize it. (6) Given the product [F:25][C:26]1[CH:36]=[C:35]([F:37])[CH:34]=[CH:33][C:27]=1[CH2:28][N:29]([CH2:30][CH2:31][CH3:32])[C:16](=[O:18])[CH2:15][O:14][C:13]1[CH:12]=[CH:11][C:10]([CH2:9][CH2:8][O:7][C:6]2[CH:21]=[CH:22][CH:23]=[CH:24][C:5]=2[C:3]([O:2][CH3:1])=[O:4])=[CH:20][CH:19]=1, predict the reactants needed to synthesize it. The reactants are: [CH3:1][O:2][C:3]([C:5]1[CH:24]=[CH:23][CH:22]=[CH:21][C:6]=1[O:7][CH2:8][CH2:9][C:10]1[CH:20]=[CH:19][C:13]([O:14][CH2:15][C:16]([OH:18])=O)=[CH:12][CH:11]=1)=[O:4].[F:25][C:26]1[CH:36]=[C:35]([F:37])[CH:34]=[CH:33][C:27]=1[CH2:28][NH:29][CH2:30][CH2:31][CH3:32].F[B-](F)(F)F.N1(OC(N(C)C)=[N+](C)C)C2C=CC=CC=2N=N1.C(N(C(C)C)C(C)C)C.